This data is from Catalyst prediction with 721,799 reactions and 888 catalyst types from USPTO. The task is: Predict which catalyst facilitates the given reaction. (1) The catalyst class is: 4. Product: [CH3:1][C:2]1[C:7]([CH3:8])=[CH:6][CH:5]=[CH:4][C:3]=1[CH:9]1[CH2:14][N:13]([C:30]([N:24]2[CH2:29][CH2:28][O:27][CH2:26][CH2:25]2)=[O:31])[CH2:12][CH:11]([NH:15][C:16]([C:17]2[CH:22]=[CH:21][CH:20]=[CH:19][CH:18]=2)=[O:23])[CH2:10]1. Reactant: [CH3:1][C:2]1[C:7]([CH3:8])=[CH:6][CH:5]=[CH:4][C:3]=1[CH:9]1[CH2:14][NH:13][CH2:12][CH:11]([NH:15][C:16](=[O:23])[C:17]2[CH:22]=[CH:21][CH:20]=[CH:19][CH:18]=2)[CH2:10]1.[N:24]1([C:30](Cl)=[O:31])[CH2:29][CH2:28][O:27][CH2:26][CH2:25]1.C(N(CC)CC)C.O. (2) Reactant: C(NC(C)C)(C)C.C([Li])CCC.[Br:13][C:14]1[CH:19]=[CH:18][C:17]([Cl:20])=[CH:16][N:15]=1.[C:21]12([CH2:31][N:32]=[C:33]=[O:34])[CH2:30][CH:25]3[CH2:26][CH:27]([CH2:29][CH:23]([CH2:24]3)[CH2:22]1)[CH2:28]2.Cl. Product: [C:21]12([CH2:31][NH:32][C:33](=[O:34])[C:18]3[C:17]([Cl:20])=[CH:16][N:15]=[C:14]([Br:13])[CH:19]=3)[CH2:30][CH:25]3[CH2:26][CH:27]([CH2:29][CH:23]([CH2:24]3)[CH2:22]1)[CH2:28]2. The catalyst class is: 188. (3) Reactant: [CH2:1]([NH:3][C:4]([NH:6][C:7]1[N:12]=[CH:11][C:10]([C:13]2[CH:14]=[N:15][CH:16]=[C:17]([C:19]([NH:21][NH2:22])=O)[CH:18]=2)=[C:9]([C:23]2[S:24][CH:25]=[C:26]([C:28]([F:31])([F:30])[F:29])[N:27]=2)[CH:8]=1)=[O:5])[CH3:2].CO[C:34](OC)([N:36](C)C)[CH3:35].[NH2:41]N. Product: [NH2:41][N:36]1[C:34]([CH3:35])=[N:22][N:21]=[C:19]1[C:17]1[CH:18]=[C:13]([C:10]2[CH:11]=[N:12][C:7]([NH:6][C:4]([NH:3][CH2:1][CH3:2])=[O:5])=[CH:8][C:9]=2[C:23]2[S:24][CH:25]=[C:26]([C:28]([F:31])([F:30])[F:29])[N:27]=2)[CH:14]=[N:15][CH:16]=1. The catalyst class is: 5. (4) Reactant: CS(O[CH2:6][CH2:7][C:8]1[CH:13]=[CH:12][CH:11]=[CH:10][C:9]=1[C:14]([F:17])([F:16])[F:15])(=O)=O.C(=O)([O-])[O-].[K+].[K+].Cl.[C:25]([C:27]1([C:33]2[CH:38]=[CH:37][CH:36]=[CH:35][CH:34]=2)[CH2:32][CH2:31][NH:30][CH2:29][CH2:28]1)#[N:26]. Product: [C:33]1([C:27]2([C:25]#[N:26])[CH2:28][CH2:29][N:30]([CH2:6][CH2:7][C:8]3[CH:13]=[CH:12][CH:11]=[CH:10][C:9]=3[C:14]([F:17])([F:16])[F:15])[CH2:31][CH2:32]2)[CH:34]=[CH:35][CH:36]=[CH:37][CH:38]=1. The catalyst class is: 10. (5) Reactant: [Cl:1][S:2]([C:5]1[CH:13]=[CH:12][C:8]([C:9]([OH:11])=[O:10])=[CH:7][CH:6]=1)(=[O:4])=[O:3].[CH2:14](Cl)Cl. Product: [Cl:1][S:2]([C:5]1[CH:6]=[CH:7][C:8]([C:9]([O:11][CH3:14])=[O:10])=[CH:12][CH:13]=1)(=[O:4])=[O:3]. The catalyst class is: 309. (6) Reactant: Br[C:2]1[C:3]2[N:4]([N:9]=[CH:10][N:11]=2)[C:5]([Cl:8])=[CH:6][CH:7]=1.[NH2:12][C:13]1[CH:28]=[CH:27][C:16]([C:17]([NH:19][CH2:20][C:21]2[CH:22]=[N:23][CH:24]=[CH:25][CH:26]=2)=[O:18])=[CH:15][CH:14]=1.CC(C)([O-])C.[Na+].CC1(C)C2C(=C(P(C3C=CC=CC=3)C3C=CC=CC=3)C=CC=2)OC2C(P(C3C=CC=CC=3)C3C=CC=CC=3)=CC=CC1=2. Product: [Cl:8][C:5]1[N:4]2[N:9]=[CH:10][N:11]=[C:3]2[C:2]([NH:12][C:13]2[CH:28]=[CH:27][C:16]([C:17]([NH:19][CH2:20][C:21]3[CH:22]=[N:23][CH:24]=[CH:25][CH:26]=3)=[O:18])=[CH:15][CH:14]=2)=[CH:7][CH:6]=1. The catalyst class is: 62.